The task is: Predict the reactants needed to synthesize the given product.. This data is from Full USPTO retrosynthesis dataset with 1.9M reactions from patents (1976-2016). (1) Given the product [Cl:1][C:2]1[CH:3]=[C:4]([CH:9]([C:10](=[O:11])[NH:12][C:13]2[S:14][CH:15]=[CH:16][N:17]=2)[CH2:18][CH:19]2[CH2:23][CH2:22][CH:21]([O:24][C:25](=[O:27])[CH3:26])[CH2:20]2)[CH:5]=[CH:6][C:7]=1[Cl:8], predict the reactants needed to synthesize it. The reactants are: [Cl:1][C:2]1[CH:3]=[C:4]([CH:9]([CH2:18][CH:19]2[CH2:23][CH2:22][CH:21]([OH:24])[CH2:20]2)[C:10]([NH:12][C:13]2[S:14][CH:15]=[CH:16][N:17]=2)=[O:11])[CH:5]=[CH:6][C:7]=1[Cl:8].[C:25](OC(=O)C)(=[O:27])[CH3:26]. (2) Given the product [C:1]([O:5][C:6]([N:8]1[CH2:9][CH:10]=[C:11]([C:14]2[CH:22]=[CH:21][CH:20]=[C:19]3[C:15]=2[CH:16]=[CH:17][NH:18]3)[CH2:12][CH2:13]1)=[O:7])([CH3:4])([CH3:2])[CH3:3], predict the reactants needed to synthesize it. The reactants are: [C:1]([O:5][C:6]([N:8]1[CH2:13][CH2:12][C:11](O)([C:14]2[CH:22]=[CH:21][CH:20]=[C:19]3[C:15]=2[CH:16]=[CH:17][NH:18]3)[CH2:10][CH2:9]1)=[O:7])([CH3:4])([CH3:3])[CH3:2].P(Cl)(Cl)(Cl)=O. (3) Given the product [CH3:1][O:2][C:3](=[O:16])[CH:4]([O:8][C:9]1[CH:10]=[CH:11][C:12]([Cl:15])=[CH:13][CH:14]=1)[CH2:5][CH2:6][O:7][S:31]([C:28]1[CH:29]=[CH:30][C:25]([CH3:24])=[CH:26][CH:27]=1)(=[O:33])=[O:32], predict the reactants needed to synthesize it. The reactants are: [CH3:1][O:2][C:3](=[O:16])[CH:4]([O:8][C:9]1[CH:14]=[CH:13][C:12]([Cl:15])=[CH:11][CH:10]=1)[CH2:5][CH2:6][OH:7].C(N(CC)CC)C.[CH3:24][C:25]1[CH:30]=[CH:29][C:28]([S:31](Cl)(=[O:33])=[O:32])=[CH:27][CH:26]=1. (4) Given the product [C:15]([C:10]1[CH:9]=[C:8]2[C:13](=[CH:12][CH:11]=1)[NH:5][C:6](=[O:14])[CH2:7]2)(=[O:17])[CH3:16], predict the reactants needed to synthesize it. The reactants are: [Al+3].[Cl-].[Cl-].[Cl-].[NH:5]1[C:13]2[C:8](=[CH:9][CH:10]=[CH:11][CH:12]=2)[CH2:7][C:6]1=[O:14].[C:15](Cl)(=[O:17])[CH3:16].